This data is from Catalyst prediction with 721,799 reactions and 888 catalyst types from USPTO. The task is: Predict which catalyst facilitates the given reaction. (1) Reactant: Br[C:2]1[CH:3]=[C:4]2[C:9](N[C@@H]3CCNC[C@H]3CC)=[C:8]([C:19]([NH2:21])=[O:20])[CH:7]=[N:6][N:5]2[CH:22]=1.OC(C)(C)C(O)=O.CCN(C(C)C)C(C)C.CN(C(ON1N=NC2C=CC=NC1=2)=[N+](C)C)C.F[P-](F)(F)(F)(F)F. Product: [N:6]1[N:5]2[CH:22]=[CH:2][CH:3]=[C:4]2[CH:9]=[C:8]([C:19]([NH2:21])=[O:20])[CH:7]=1. The catalyst class is: 4. (2) Reactant: [NH2:1][C:2]1[CH:7]=[CH:6][CH:5]=[CH:4][C:3]=1[NH:8][C:9](=O)[C@@H:10]([NH:34][S:35]([C:38]1[CH:43]=[CH:42][CH:41]=[CH:40][CH:39]=1)(=[O:37])=[O:36])[CH2:11][C:12]1[CH:17]=[CH:16][C:15]([N:18]2[CH2:22][C:21](=[O:23])[NH:20][S:19]2(=[O:25])=[O:24])=[C:14]([O:26][CH2:27][C:28]2[CH:33]=[CH:32][CH:31]=[CH:30][CH:29]=2)[CH:13]=1. Product: [NH:8]1[C:3]2[CH:4]=[CH:5][CH:6]=[CH:7][C:2]=2[N:1]=[C:9]1[C@@H:10]([NH:34][S:35]([C:38]1[CH:43]=[CH:42][CH:41]=[CH:40][CH:39]=1)(=[O:36])=[O:37])[CH2:11][C:12]1[CH:17]=[CH:16][C:15]([N:18]2[CH2:22][C:21](=[O:23])[NH:20][S:19]2(=[O:24])=[O:25])=[C:14]([O:26][CH2:27][C:28]2[CH:29]=[CH:30][CH:31]=[CH:32][CH:33]=2)[CH:13]=1. The catalyst class is: 15. (3) Reactant: [Br:1][C:2]1[CH:3]=[C:4]([OH:8])[CH:5]=[CH:6][CH:7]=1.Cl[C:10]([F:15])([F:14])C([O-])=O.[Na+].C([O-])([O-])=O.[Cs+].[Cs+]. Product: [Br:1][C:2]1[CH:7]=[CH:6][CH:5]=[C:4]([O:8][CH:10]([F:15])[F:14])[CH:3]=1. The catalyst class is: 31. (4) Reactant: [Cl:1][C:2]1[CH:3]=[C:4]([C@H:8]([O:38][CH2:39][CH2:40][OH:41])[C@@H:9]2[CH2:14][CH2:13][CH2:12][N:11]([C:15]([NH:17][C@@H:18]([CH2:31][CH:32]3[CH2:37][CH2:36][CH2:35][CH2:34][CH2:33]3)[CH2:19][N:20]([CH3:30])[C:21](=[O:29])[O:22][CH2:23][CH2:24][Si:25]([CH3:28])([CH3:27])[CH3:26])=[O:16])[CH2:10]2)[CH:5]=[CH:6][CH:7]=1.CCN(C(C)C)C(C)C.Cl[C:52]([O:54][C:55]1[CH:60]=[CH:59][C:58]([N+:61]([O-:63])=[O:62])=[CH:57][CH:56]=1)=[O:53]. Product: [Cl:1][C:2]1[CH:3]=[C:4]([C@H:8]([O:38][CH2:39][CH2:40][O:41][C:52]([O:54][C:55]2[CH:56]=[CH:57][C:58]([N+:61]([O-:63])=[O:62])=[CH:59][CH:60]=2)=[O:53])[C@@H:9]2[CH2:14][CH2:13][CH2:12][N:11]([C:15]([NH:17][C@@H:18]([CH2:31][CH:32]3[CH2:33][CH2:34][CH2:35][CH2:36][CH2:37]3)[CH2:19][N:20]([CH3:30])[C:21](=[O:29])[O:22][CH2:23][CH2:24][Si:25]([CH3:27])([CH3:28])[CH3:26])=[O:16])[CH2:10]2)[CH:5]=[CH:6][CH:7]=1. The catalyst class is: 79. (5) Reactant: [Cl:1][C:2]1[CH:3]=[C:4]([C:9]2[CH:10]=[CH:11][C:12]3[O:16][C:15]4([CH2:22][CH2:21][C:20]5[CH:23]=[CH:24][CH:25]=[CH:26][C:19]=5[CH2:18][CH2:17]4)[C:14](=O)[C:13]=3[CH:28]=2)[CH:5]=[C:6]([F:8])[CH:7]=1.C[Si]([N:33]=[C:34]=[N:35][Si](C)(C)C)(C)C. Product: [Cl:1][C:2]1[CH:3]=[C:4]([C:9]2[CH:10]=[CH:11][C:12]3[O:16][C:15]4([CH2:22][CH2:21][C:20]5[CH:23]=[CH:24][CH:25]=[CH:26][C:19]=5[CH2:18][CH2:17]4)[C:14](=[N:35][C:34]#[N:33])[C:13]=3[CH:28]=2)[CH:5]=[C:6]([F:8])[CH:7]=1. The catalyst class is: 388.